Task: Regression. Given a peptide amino acid sequence and an MHC pseudo amino acid sequence, predict their binding affinity value. This is MHC class I binding data.. Dataset: Peptide-MHC class I binding affinity with 185,985 pairs from IEDB/IMGT (1) The peptide sequence is KSFSAGMFH. The MHC is HLA-A02:01 with pseudo-sequence HLA-A02:01. The binding affinity (normalized) is 0.0847. (2) The peptide sequence is AGGWVLWKV. The MHC is HLA-A02:01 with pseudo-sequence HLA-A02:01. The binding affinity (normalized) is 0.0847. (3) The peptide sequence is RVFNNYMPY. The MHC is HLA-B58:01 with pseudo-sequence HLA-B58:01. The binding affinity (normalized) is 0.377.